The task is: Predict which catalyst facilitates the given reaction.. This data is from Catalyst prediction with 721,799 reactions and 888 catalyst types from USPTO. (1) Reactant: [Cl-].[CH3:2][O:3][CH2:4][P+](C1C=CC=CC=1)(C1C=CC=CC=1)C1C=CC=CC=1.CC(C)([O-])C.[K+].[F:30][C:31]([F:53])([F:52])[CH2:32][CH2:33][C:34]([C:36]1[CH:37]=[N:38][C:39]([C:42]2[CH:47]=[CH:46][C:45]([C:48]([F:51])([F:50])[F:49])=[CH:44][CH:43]=2)=[CH:40][CH:41]=1)=O. Product: [F:30][C:31]([F:53])([F:52])[CH2:32][CH2:33][C:34]([C:36]1[CH:41]=[CH:40][C:39]([C:42]2[CH:47]=[CH:46][C:45]([C:48]([F:51])([F:50])[F:49])=[CH:44][CH:43]=2)=[N:38][CH:37]=1)=[CH:2][O:3][CH3:4]. The catalyst class is: 11. (2) Reactant: Cl[C:2]1[N:14]=[CH:13][C:5]2[S:6][C:7]3[CH:12]=[CH:11][CH:10]=[CH:9][C:8]=3[C:4]=2[CH:3]=1.[C:15]1(B(O)O)[CH:20]=[CH:19][CH:18]=[CH:17][CH:16]=1.C1(P(C2CCCCC2)C2C=CC=CC=2C2C(OC)=CC=CC=2OC)CCCCC1.P([O-])([O-])([O-])=O.[K+].[K+].[K+]. Product: [C:15]1([C:2]2[N:14]=[CH:13][C:5]3[S:6][C:7]4[CH:12]=[CH:11][CH:10]=[CH:9][C:8]=4[C:4]=3[CH:3]=2)[CH:20]=[CH:19][CH:18]=[CH:17][CH:16]=1. The catalyst class is: 93. (3) Reactant: [F:1][C:2]1[N:7]=[C:6]([C:8]2[CH:13]=[CH:12][N:11]=[C:10]3[N:14]([S:18]([C:21]4[CH:26]=[CH:25][CH:24]=[CH:23][CH:22]=4)(=[O:20])=[O:19])[C:15](I)=[CH:16][C:9]=23)[CH:5]=[CH:4][CH:3]=1.CC1(C)C(C)(C)OB([C:35]2[CH2:40][CH2:39][N:38]([C:41]([O:43][C:44]([CH3:47])([CH3:46])[CH3:45])=[O:42])[CH2:37][CH:36]=2)O1.C(=O)(O)[O-].[Na+].O. Product: [F:1][C:2]1[N:7]=[C:6]([C:8]2[CH:13]=[CH:12][N:11]=[C:10]3[N:14]([S:18]([C:21]4[CH:26]=[CH:25][CH:24]=[CH:23][CH:22]=4)(=[O:20])=[O:19])[C:15]([C:35]4[CH2:40][CH2:39][N:38]([C:41]([O:43][C:44]([CH3:47])([CH3:46])[CH3:45])=[O:42])[CH2:37][CH:36]=4)=[CH:16][C:9]=23)[CH:5]=[CH:4][CH:3]=1. The catalyst class is: 427. (4) The catalyst class is: 21. Product: [CH2:16]([O:18][C:19](=[O:25])[CH2:20][CH2:21][CH2:22][CH2:23][O:15][C:9]1[CH:14]=[CH:13][CH:12]=[CH:11][CH:10]=1)[CH3:17]. Reactant: [I-].[K+].C(=O)([O-])[O-].[K+].[K+].[C:9]1([OH:15])[CH:14]=[CH:13][CH:12]=[CH:11][CH:10]=1.[CH2:16]([O:18][C:19](=[O:25])[CH2:20][CH2:21][CH2:22][CH2:23]Br)[CH3:17]. (5) Reactant: O1CCOCC1.[CH2:7]([O:14][C:15](Cl)=[O:16])[C:8]1[CH:13]=[CH:12][CH:11]=[CH:10][CH:9]=1.Br.[Br:19][CH2:20][CH2:21][NH2:22].O1CCOCC1.[OH-].[Na+]. Product: [Br:19][CH2:20][CH2:21][NH:22][C:15](=[O:16])[O:14][CH2:7][C:8]1[CH:13]=[CH:12][CH:11]=[CH:10][CH:9]=1. The catalyst class is: 84.